The task is: Regression. Given a peptide amino acid sequence and an MHC pseudo amino acid sequence, predict their binding affinity value. This is MHC class I binding data.. This data is from Peptide-MHC class I binding affinity with 185,985 pairs from IEDB/IMGT. (1) The MHC is Mamu-A01 with pseudo-sequence Mamu-A01. The binding affinity (normalized) is 0. The peptide sequence is ESKLNREKV. (2) The peptide sequence is VSTAPTGSW. The MHC is HLA-A30:01 with pseudo-sequence HLA-A30:01. The binding affinity (normalized) is 0.213.